The task is: Predict the product of the given reaction.. This data is from Forward reaction prediction with 1.9M reactions from USPTO patents (1976-2016). (1) The product is: [Br:1][C:2]1[CH:7]=[N:6][CH:5]=[C:4]([N:8]2[CH2:12][CH2:11][CH2:10][C@H:9]2[CH2:13][Cl:17])[CH:3]=1. Given the reactants [Br:1][C:2]1[CH:3]=[C:4]([N:8]2[CH2:12][CH2:11][CH2:10][C@H:9]2[CH2:13]O)[CH:5]=[N:6][CH:7]=1.S(Cl)([Cl:17])=O.C([O-])(O)=O.[Na+], predict the reaction product. (2) The product is: [CH3:43][CH2:42][CH2:41][CH2:40][CH2:39][CH2:38][CH2:37][CH2:36]/[CH:35]=[CH:34]\[CH2:33][CH2:32][CH2:31][CH2:30][CH2:29][CH2:28][CH2:27][C:25]([O:24][CH2:23][CH:22]([CH2:21][O:20][C:18]([CH2:17][CH2:16][CH2:15][CH2:14][CH2:13][CH2:12][CH2:11]/[CH:10]=[CH:9]\[CH2:8][CH2:7][CH2:6][CH2:5][CH2:4][CH2:3][CH2:2][CH3:1])=[O:19])[O:44][C:45]([CH2:47][CH2:48][CH2:49][CH2:50][CH2:51][CH2:52][CH2:53]/[CH:54]=[CH:55]\[CH2:56][CH2:57][CH2:58][CH2:59][CH2:60][CH2:61][CH2:62][CH3:63])=[O:46])=[O:26]. Given the reactants [CH3:1][CH2:2][CH2:3][CH2:4][CH2:5][CH2:6][CH2:7][CH2:8][CH2:9][CH2:10][CH2:11][CH2:12][CH2:13][CH2:14][CH2:15][CH2:16][CH2:17][C:18]([O:20][CH2:21][CH:22]([O:44][C:45]([CH2:47][CH2:48][CH2:49][CH2:50][CH2:51][CH2:52][CH2:53][CH2:54][CH2:55][CH2:56][CH2:57][CH2:58][CH2:59][CH2:60][CH2:61][CH2:62][CH3:63])=[O:46])[CH2:23][O:24][C:25]([CH2:27][CH2:28][CH2:29][CH2:30][CH2:31][CH2:32][CH2:33][CH2:34][CH2:35][CH2:36][CH2:37][CH2:38][CH2:39][CH2:40][CH2:41][CH2:42][CH3:43])=[O:26])=[O:19], predict the reaction product. (3) The product is: [CH3:6][C:2]([S:7]([C:10]1[CH:15]=[CH:14][CH:13]=[C:12]([C:16]([F:18])([F:19])[F:17])[CH:11]=1)(=[O:9])=[O:8])([CH3:1])[CH2:3][CH2:4][NH:5][C:22](=[O:21])[O:24][C:25]([CH3:28])([CH3:27])[CH3:26]. Given the reactants [CH3:1][C:2]([S:7]([C:10]1[CH:15]=[CH:14][CH:13]=[C:12]([C:16]([F:19])([F:18])[F:17])[CH:11]=1)(=[O:9])=[O:8])([CH3:6])[CH2:3][CH2:4][NH2:5].C(=O)([O-])[O:21][C:22]([O:24][C:25]([CH3:28])([CH3:27])[CH3:26])=O, predict the reaction product. (4) Given the reactants [OH:1][CH:2]([C:4]1[CH:9]=[CH:8][C:7]([CH3:10])=[C:6]([F:11])[CH:5]=1)[CH3:3].C1C=C[NH+]=CC=1.[O-][Cr](Cl)(=O)=O, predict the reaction product. The product is: [F:11][C:6]1[CH:5]=[C:4]([C:2](=[O:1])[CH3:3])[CH:9]=[CH:8][C:7]=1[CH3:10]. (5) Given the reactants [NH2:1][C:2]1[CH:3]=[CH:4][C:5]([OH:8])=[N:6][CH:7]=1.CC([O-])(C)C.[K+].[Cl:15][C:16]1[CH:21]=[C:20](Cl)[N:19]=[CH:18][N:17]=1.CCOC(C)=O, predict the reaction product. The product is: [Cl:15][C:16]1[N:17]=[CH:18][N:19]=[C:20]([O:8][C:5]2[N:6]=[CH:7][C:2]([NH2:1])=[CH:3][CH:4]=2)[CH:21]=1. (6) Given the reactants [Cl:1][C:2]1[CH:3]=[CH:4][C:5]([N+:22]([O-])=O)=[C:6]([NH:8][CH:9]2[CH2:14][CH2:13][N:12]([C:15]([O:17][C:18]([CH3:21])([CH3:20])[CH3:19])=[O:16])[CH2:11][CH2:10]2)[CH:7]=1.O.NN, predict the reaction product. The product is: [NH2:22][C:5]1[CH:4]=[CH:3][C:2]([Cl:1])=[CH:7][C:6]=1[NH:8][CH:9]1[CH2:10][CH2:11][N:12]([C:15]([O:17][C:18]([CH3:21])([CH3:20])[CH3:19])=[O:16])[CH2:13][CH2:14]1. (7) Given the reactants [F:1][C:2]1[C:11]([F:12])=[CH:10][C:5]([CH2:6]N(C)C)=[C:4]([OH:13])[CH:3]=1.[H][H], predict the reaction product. The product is: [F:12][C:11]1[C:2]([F:1])=[CH:3][C:4]([OH:13])=[C:5]([CH3:6])[CH:10]=1. (8) Given the reactants [C:1]([O:7][CH2:8][N:9]=[N+:10]=[N-:11])(=[O:6])[C:2]([CH3:5])([CH3:4])[CH3:3].O.C(O)(C)(C)C.[CH2:18]([O:21][C:22]1[CH:23]=[CH:24][C:25]([N:28]2[CH:32]=[N:31][N:30]=[N:29]2)=[N:26][CH:27]=1)[C:19]#[CH:20].O=C1O[C@H]([C@H](CO)O)C([O-])=C1O.[Na+], predict the reaction product. The product is: [C:1]([O:7][CH2:8][N:9]1[CH:20]=[C:19]([CH2:18][O:21][C:22]2[CH:27]=[N:26][C:25]([N:28]3[CH:32]=[N:31][N:30]=[N:29]3)=[CH:24][CH:23]=2)[N:11]=[N:10]1)(=[O:6])[C:2]([CH3:5])([CH3:4])[CH3:3]. (9) The product is: [NH2:5][CH:13]([C:11]1[CH:10]=[CH:9][CH:8]=[C:7]([Cl:6])[N:12]=1)[C:15]1([OH:20])[CH2:19][CH2:18][CH2:17][CH2:16]1. Given the reactants C([O-])(=O)C.[NH4+:5].[Cl:6][C:7]1[N:12]=[C:11]([C:13]([C:15]2([OH:20])[CH2:19][CH2:18][CH2:17][CH2:16]2)=O)[CH:10]=[CH:9][CH:8]=1.C(O[BH-](OC(=O)C)OC(=O)C)(=O)C.[Na+].C(=O)([O-])O.[Na+], predict the reaction product.